From a dataset of Reaction yield outcomes from USPTO patents with 853,638 reactions. Predict the reaction yield, written as a fraction of the theoretical maximum amount of product (1.0 means a 100% yield; for example, 0.34 means a 34% yield). The reactants are [F:1][C:2]1[CH:3]=[C:4]([CH:7]=[CH:8][C:9]=1[S:10][CH3:11])[CH:5]=[O:6].[BH4-].[Na+].O. The catalyst is CO. The product is [F:1][C:2]1[CH:3]=[C:4]([CH2:5][OH:6])[CH:7]=[CH:8][C:9]=1[S:10][CH3:11]. The yield is 1.00.